From a dataset of Full USPTO retrosynthesis dataset with 1.9M reactions from patents (1976-2016). Predict the reactants needed to synthesize the given product. (1) Given the product [C:1]([O:5][C:6]([N:8]1[CH2:13][C@H:12]([CH2:14][OH:15])[N:11]([CH2:17][C:18]2[CH:23]=[CH:22][CH:21]=[CH:20][CH:19]=2)[CH2:10][C@H:9]1[CH3:16])=[O:7])([CH3:4])([CH3:3])[CH3:2], predict the reactants needed to synthesize it. The reactants are: [C:1]([O:5][C:6]([N:8]1[CH2:13][C@H:12]([CH2:14][OH:15])[NH:11][CH2:10][C@H:9]1[CH3:16])=[O:7])([CH3:4])([CH3:3])[CH3:2].[CH:17](=O)[C:18]1[CH:23]=[CH:22][CH:21]=[CH:20][CH:19]=1.C(O[BH-](OC(=O)C)OC(=O)C)(=O)C.[Na+]. (2) The reactants are: [C:1]([C@@H:9]1[CH2:13][CH:12]([CH2:14][C:15]2[CH:20]=[CH:19][C:18]([C:21]3[CH:26]=[CH:25][CH:24]=[CH:23][CH:22]=3)=[CH:17][CH:16]=2)[N:11](/[CH:27]=[CH:28]/[C:29]2[CH:34]=[CH:33][CH:32]=[CH:31][CH:30]=2)[C:10]1=[O:35])(=O)C1C=CC=CC=1.C=O.C(N(CC)CC)C.[Cl-].[Li+]. Given the product [C:18]1([C:21]2[CH:22]=[CH:23][CH:24]=[CH:25][CH:26]=2)[CH:17]=[CH:16][C:15]([CH2:14][C@H:12]2[N:11](/[CH:27]=[CH:28]/[C:29]3[CH:30]=[CH:31][CH:32]=[CH:33][CH:34]=3)[C:10](=[O:35])[C:9](=[CH2:1])[CH2:13]2)=[CH:20][CH:19]=1, predict the reactants needed to synthesize it. (3) Given the product [Cl:1][C:2]1[CH:23]=[CH:22][C:21]([C:24]2[C:29]([F:30])=[CH:28][CH:27]=[C:26]([CH2:31][O:32][CH3:33])[N:25]=2)=[CH:20][C:3]=1[C:4]([NH:6][C:7]1[N:11]([C:12]2[CH:13]=[CH:14][CH:15]=[CH:16][CH:17]=2)[N:10]=[C:9]([C:18]([NH2:19])=[O:35])[CH:8]=1)=[O:5], predict the reactants needed to synthesize it. The reactants are: [Cl:1][C:2]1[CH:23]=[CH:22][C:21]([C:24]2[C:29]([F:30])=[CH:28][CH:27]=[C:26]([CH2:31][O:32][CH3:33])[N:25]=2)=[CH:20][C:3]=1[C:4]([NH:6][C:7]1[N:11]([C:12]2[CH:17]=[CH:16][CH:15]=[CH:14][CH:13]=2)[N:10]=[C:9]([C:18]#[N:19])[CH:8]=1)=[O:5].C(=O)([O-])[O-:35].[K+].[K+].OO. (4) Given the product [F:54][C:55]1[CH:60]=[CH:59][C:58]2[NH:61][C:12]([C@H:11]([NH:10][C:8](=[O:9])[O:7][C:3]([CH3:6])([CH3:5])[CH3:4])[CH2:15][C:16]3[CH:21]=[CH:20][C:19]([O:22][CH3:23])=[CH:18][CH:17]=3)=[N:62][C:57]=2[CH:56]=1, predict the reactants needed to synthesize it. The reactants are: N#N.[C:3]([O:7][C:8]([NH:10][C@H:11]([CH2:15][C:16]1[CH:21]=[CH:20][C:19]([O:22][CH3:23])=[CH:18][CH:17]=1)[C:12](O)=O)=[O:9])([CH3:6])([CH3:5])[CH3:4].C(N1CCOCC1)C.CN(C(ON1N=NC2C=CC=CC1=2)=[N+](C)C)C.[B-](F)(F)(F)F.[F:54][C:55]1[CH:56]=[C:57]([NH2:62])[C:58]([NH2:61])=[CH:59][CH:60]=1. (5) Given the product [Br:11][CH2:8][C@H:5]1[CH2:6][CH2:7][C@H:2]([CH3:1])[CH2:3][CH2:4]1, predict the reactants needed to synthesize it. The reactants are: [CH3:1][C@H:2]1[CH2:7][CH2:6][C@H:5]([CH2:8]O)[CH2:4][CH2:3]1.C(Br)(Br)(Br)[Br:11].C1C=CC(P(C2C=CC=CC=2)C2C=CC=CC=2)=CC=1. (6) Given the product [N:10]1[CH:11]=[CH:12][C:7]([C:20]2([OH:23])[CH2:21][CH2:22][C:17]3([O:16][CH2:15][CH2:14][O:13]3)[CH2:18][CH2:19]2)=[CH:8][CH:9]=1, predict the reactants needed to synthesize it. The reactants are: C([Li])CCC.Br[C:7]1[CH:12]=[CH:11][N:10]=[CH:9][CH:8]=1.[O:13]1[C:17]2([CH2:22][CH2:21][C:20](=[O:23])[CH2:19][CH2:18]2)[O:16][CH2:15][CH2:14]1.O. (7) Given the product [CH2:11]([O:10][CH:9]1[CH2:8][CH2:7][CH2:6][CH2:5][CH2:4][C:3]#[C:2]1)[CH2:12][CH:13]=[CH2:14], predict the reactants needed to synthesize it. The reactants are: Br[C:2]1=[CH:3][CH2:4][CH2:5][CH2:6][CH2:7][CH2:8][CH:9]1[O:10][CH2:11][CH2:12][CH:13]=[CH2:14].C1CCN2C(=NCCC2)CC1.CCOC(C)=O.Cl. (8) Given the product [F:1][C:2]1[CH:3]=[C:4]([NH:9][C:10]2[CH:15]=[CH:14][N:13]=[C:12]([NH:16][C:17]3[CH:18]=[CH:19][C:20]([S:23]([N:26]([CH3:33])[CH:27]4[CH2:32][CH2:31][N:30]([CH2:39][C:37]5[N:36]=[N:35][S:34][CH:38]=5)[CH2:29][CH2:28]4)(=[O:24])=[O:25])=[CH:21][CH:22]=3)[N:11]=2)[CH:5]=[CH:6][C:7]=1[F:8], predict the reactants needed to synthesize it. The reactants are: [F:1][C:2]1[CH:3]=[C:4]([NH:9][C:10]2[CH:15]=[CH:14][N:13]=[C:12]([NH:16][C:17]3[CH:22]=[CH:21][C:20]([S:23]([N:26]([CH3:33])[CH:27]4[CH2:32][CH2:31][NH:30][CH2:29][CH2:28]4)(=[O:25])=[O:24])=[CH:19][CH:18]=3)[N:11]=2)[CH:5]=[CH:6][C:7]=1[F:8].[S:34]1[CH:38]=[C:37]([CH:39]=O)[N:36]=[N:35]1. (9) Given the product [C:41]1([CH:30]([C:24]2[CH:25]=[CH:26][CH:27]=[CH:28][CH:29]=2)[N:31]2[CH:36]=[CH:35][CH:34]=[C:33]([C:37]([NH:1][C@@H:2]([CH2:7][CH2:8][CH2:9][NH:10][C:11]([NH:13][S:14]([C:17]3[CH:22]=[CH:21][C:20]([CH3:23])=[CH:19][CH:18]=3)(=[O:16])=[O:15])=[NH:12])[C:3]([O:5][CH3:6])=[O:4])=[O:38])[C:32]2=[O:40])[CH:42]=[CH:43][CH:44]=[CH:45][CH:46]=1, predict the reactants needed to synthesize it. The reactants are: [NH2:1][C@@H:2]([CH2:7][CH2:8][CH2:9][NH:10][C:11]([NH:13][S:14]([C:17]1[CH:22]=[CH:21][C:20]([CH3:23])=[CH:19][CH:18]=1)(=[O:16])=[O:15])=[NH:12])[C:3]([O:5][CH3:6])=[O:4].[C:24]1([CH:30]([C:41]2[CH:46]=[CH:45][CH:44]=[CH:43][CH:42]=2)[N:31]2[CH:36]=[CH:35][CH:34]=[C:33]([C:37](O)=[O:38])[C:32]2=[O:40])[CH:29]=[CH:28][CH:27]=[CH:26][CH:25]=1.CN(C(ON1N=NC2C=CC=CC1=2)=[N+](C)C)C.F[P-](F)(F)(F)(F)F.CCN(C(C)C)C(C)C. (10) Given the product [C:25]([O:24][C:22](=[O:23])[NH:21][CH2:20][CH2:19][CH2:18][CH2:17][N:14]1[CH2:15][CH2:16][NH:11][CH2:12][CH2:13]1)([CH3:28])([CH3:26])[CH3:27], predict the reactants needed to synthesize it. The reactants are: C(OC([N:11]1[CH2:16][CH2:15][N:14]([CH2:17][CH2:18][CH2:19][CH2:20][NH:21][C:22]([O:24][C:25]([CH3:28])([CH3:27])[CH3:26])=[O:23])[CH2:13][CH2:12]1)=O)C1C=CC=CC=1.C(O)(=O)C.